Dataset: Retrosynthesis with 50K atom-mapped reactions and 10 reaction types from USPTO. Task: Predict the reactants needed to synthesize the given product. Given the product O=C(O)C1=CC2(CCC1S(=O)(=O)Nc1ccc(F)cc1Cl)OCCO2, predict the reactants needed to synthesize it. The reactants are: CCOC(=O)C1=CC2(CCC1S(=O)(=O)Nc1ccc(F)cc1Cl)OCCO2.